Dataset: Catalyst prediction with 721,799 reactions and 888 catalyst types from USPTO. Task: Predict which catalyst facilitates the given reaction. (1) Reactant: O[Li].O.[C:4]([O:8][C:9]([N:11]1[CH2:16][CH2:15][C:14]([C:32](=[O:34])[NH2:33])([NH:17][C:18]([CH:20]2[CH2:25][CH2:24][CH:23]([CH2:26][CH2:27][C:28]([F:31])([F:30])[F:29])[CH2:22][CH2:21]2)=O)[CH2:13][CH2:12]1)=[O:10])([CH3:7])([CH3:6])[CH3:5].[Cl-].[NH4+]. Product: [C:4]([O:8][C:9]([N:11]1[CH2:16][CH2:15][C:14]2([N:17]=[C:18]([CH:20]3[CH2:25][CH2:24][CH:23]([CH2:26][CH2:27][C:28]([F:31])([F:30])[F:29])[CH2:22][CH2:21]3)[NH:33][C:32]2=[O:34])[CH2:13][CH2:12]1)=[O:10])([CH3:7])([CH3:6])[CH3:5]. The catalyst class is: 8. (2) Reactant: [CH3:1][N:2]1[CH2:6][CH2:5][CH2:4][CH:3]1[CH2:7][CH2:8][N:9]1[CH2:14][CH2:13][S:12][C:11]2[CH:15]=[C:16]([NH:19][C:20]([C:22]3[S:23][CH:24]=[CH:25][CH:26]=3)=[NH:21])[CH:17]=[CH:18][C:10]1=2.[ClH:27]. Product: [ClH:27].[ClH:27].[CH3:1][N:2]1[CH2:6][CH2:5][CH2:4][CH:3]1[CH2:7][CH2:8][N:9]1[CH2:14][CH2:13][S:12][C:11]2[CH:15]=[C:16]([NH:19][C:20]([C:22]3[S:23][CH:24]=[CH:25][CH:26]=3)=[NH:21])[CH:17]=[CH:18][C:10]1=2. The catalyst class is: 8.